Dataset: Forward reaction prediction with 1.9M reactions from USPTO patents (1976-2016). Task: Predict the product of the given reaction. (1) Given the reactants [CH:1]1([NH:7][C:8]([C:10]2[CH:15]=[CH:14][C:13]([C@@H:16]3[CH2:18][C@H:17]3[NH:19]C(=O)OC(C)(C)C)=[CH:12][CH:11]=2)=[O:9])[CH2:6][CH2:5][CH2:4][CH2:3][CH2:2]1.[ClH:27].COC1CCCC1, predict the reaction product. The product is: [ClH:27].[NH2:19][C@@H:17]1[CH2:18][C@H:16]1[C:13]1[CH:14]=[CH:15][C:10]([C:8]([NH:7][CH:1]2[CH2:6][CH2:5][CH2:4][CH2:3][CH2:2]2)=[O:9])=[CH:11][CH:12]=1. (2) Given the reactants [CH3:1][C:2]1[C:6]([C:7]2[C:15]3[O:16][CH2:17][CH:18]([C:19]4[CH:24]=[CH:23][CH:22]=[CH:21][CH:20]=4)[N:13]4[C:14]=3[C:10]([CH:11]=[N:12]4)=[CH:9][CH:8]=2)=[C:5]([CH3:25])[O:4][N:3]=1.[Br:26]N1C(=O)CCC1=O, predict the reaction product. The product is: [Br:26][C:9]1[CH:8]=[C:7]([C:6]2[C:2]([CH3:1])=[N:3][O:4][C:5]=2[CH3:25])[C:15]2[O:16][CH2:17][CH:18]([C:19]3[CH:20]=[CH:21][CH:22]=[CH:23][CH:24]=3)[N:13]3[C:14]=2[C:10]=1[CH:11]=[N:12]3.